From a dataset of NCI-60 drug combinations with 297,098 pairs across 59 cell lines. Regression. Given two drug SMILES strings and cell line genomic features, predict the synergy score measuring deviation from expected non-interaction effect. (1) Drug 1: CC12CCC(CC1=CCC3C2CCC4(C3CC=C4C5=CN=CC=C5)C)O. Drug 2: CC1=C2C(C(=O)C3(C(CC4C(C3C(C(C2(C)C)(CC1OC(=O)C(C(C5=CC=CC=C5)NC(=O)OC(C)(C)C)O)O)OC(=O)C6=CC=CC=C6)(CO4)OC(=O)C)O)C)O. Cell line: SR. Synergy scores: CSS=88.4, Synergy_ZIP=15.9, Synergy_Bliss=16.1, Synergy_Loewe=9.80, Synergy_HSA=17.5. (2) Drug 1: C1=C(C(=O)NC(=O)N1)F. Drug 2: CCC1(CC2CC(C3=C(CCN(C2)C1)C4=CC=CC=C4N3)(C5=C(C=C6C(=C5)C78CCN9C7C(C=CC9)(C(C(C8N6C=O)(C(=O)OC)O)OC(=O)C)CC)OC)C(=O)OC)O.OS(=O)(=O)O. Cell line: SF-539. Synergy scores: CSS=40.8, Synergy_ZIP=-2.23, Synergy_Bliss=1.48, Synergy_Loewe=4.51, Synergy_HSA=5.01. (3) Drug 1: CC1=C2C(C(=O)C3(C(CC4C(C3C(C(C2(C)C)(CC1OC(=O)C(C(C5=CC=CC=C5)NC(=O)OC(C)(C)C)O)O)OC(=O)C6=CC=CC=C6)(CO4)OC(=O)C)OC)C)OC. Drug 2: CCCS(=O)(=O)NC1=C(C(=C(C=C1)F)C(=O)C2=CNC3=C2C=C(C=N3)C4=CC=C(C=C4)Cl)F. Cell line: MALME-3M. Synergy scores: CSS=66.0, Synergy_ZIP=3.61, Synergy_Bliss=3.95, Synergy_Loewe=9.22, Synergy_HSA=10.3.